Dataset: Reaction yield outcomes from USPTO patents with 853,638 reactions. Task: Predict the reaction yield, written as a fraction of the theoretical maximum amount of product (1.0 means a 100% yield; for example, 0.34 means a 34% yield). The reactants are [NH2:1][C@@H:2]([CH3:9])[CH2:3][C:4]([O:6][CH2:7][CH3:8])=[O:5].[O:10]1[CH2:14][CH2:13][CH2:12][CH:11]1[C:15](=[O:18])[CH:16]=[CH2:17].[CH3:19][C:20]([O:23][C:24](O[C:24]([O:23][C:20]([CH3:22])([CH3:21])[CH3:19])=[O:25])=[O:25])([CH3:22])[CH3:21].CC(=O)OCC. The catalyst is C1COCC1. The product is [C:20]([O:23][C:24]([N:1]([CH2:17][CH2:16][C:15](=[O:18])[CH:11]1[CH2:12][CH2:13][CH2:14][O:10]1)[C@@H:2]([CH3:9])[CH2:3][C:4]([O:6][CH2:7][CH3:8])=[O:5])=[O:25])([CH3:22])([CH3:21])[CH3:19]. The yield is 0.469.